From a dataset of Full USPTO retrosynthesis dataset with 1.9M reactions from patents (1976-2016). Predict the reactants needed to synthesize the given product. The reactants are: [C:1]([O:14][CH3:15])(=[O:13])[C:2]1[CH:12]=[C:9]([O:10][CH3:11])[C:7]([OH:8])=[C:4]([O:5][CH3:6])[CH:3]=1.C([O-])([O-])=O.[K+].[K+].[CH3:22][CH2:23][O:24][C:25]([CH2:27]Br)=[O:26]. Given the product [CH3:15][O:14][C:1](=[O:13])[C:2]1[CH:12]=[C:9]([O:10][CH3:11])[C:7]([O:8][CH2:27][C:25]([O:24][CH2:23][CH3:22])=[O:26])=[C:4]([O:5][CH3:6])[CH:3]=1, predict the reactants needed to synthesize it.